From a dataset of NCI-60 drug combinations with 297,098 pairs across 59 cell lines. Regression. Given two drug SMILES strings and cell line genomic features, predict the synergy score measuring deviation from expected non-interaction effect. Drug 1: CN(CC1=CN=C2C(=N1)C(=NC(=N2)N)N)C3=CC=C(C=C3)C(=O)NC(CCC(=O)O)C(=O)O. Drug 2: CN(C(=O)NC(C=O)C(C(C(CO)O)O)O)N=O. Cell line: SF-295. Synergy scores: CSS=46.1, Synergy_ZIP=-0.412, Synergy_Bliss=-1.07, Synergy_Loewe=-18.3, Synergy_HSA=0.773.